This data is from Catalyst prediction with 721,799 reactions and 888 catalyst types from USPTO. The task is: Predict which catalyst facilitates the given reaction. (1) Reactant: [CH3:1][O:2][C:3]1[CH:20]=[CH:19][C:6]([CH2:7][N:8]2[C:17]3[C:12](=[CH:13][CH:14]=[CH:15][CH:16]=3)[CH2:11][CH2:10][C:9]2=[O:18])=[CH:5][CH:4]=1.[Li+].CC([N-]C(C)C)C.Br[CH2:30][C:31]([O:33][C:34]([CH3:37])([CH3:36])[CH3:35])=[O:32]. Product: [C:34]([O:33][C:31](=[O:32])[CH2:30][CH:10]1[CH2:11][C:12]2[C:17](=[CH:16][CH:15]=[CH:14][CH:13]=2)[N:8]([CH2:7][C:6]2[CH:5]=[CH:4][C:3]([O:2][CH3:1])=[CH:20][CH:19]=2)[C:9]1=[O:18])([CH3:37])([CH3:36])[CH3:35]. The catalyst class is: 1. (2) Reactant: [CH3:1][O:2][C:3](=[O:21])[CH:4](Cl)[CH2:5][C:6]1[CH:11]=[CH:10][C:9]([O:12][CH2:13][C:14]2[CH:19]=[CH:18][CH:17]=[CH:16][CH:15]=2)=[CH:8][CH:7]=1.[C:22]1([C:28]2[NH:32][C:31]([SH:33])=[N:30][CH:29]=2)[CH:27]=[CH:26][CH:25]=[CH:24][CH:23]=1.[OH-].[Na+]. Product: [CH3:1][O:2][C:3](=[O:21])[CH:4]([S:33][C:31]1[NH:32][C:28]([C:22]2[CH:27]=[CH:26][CH:25]=[CH:24][CH:23]=2)=[CH:29][N:30]=1)[CH2:5][C:6]1[CH:11]=[CH:10][C:9]([O:12][CH2:13][C:14]2[CH:19]=[CH:18][CH:17]=[CH:16][CH:15]=2)=[CH:8][CH:7]=1. The catalyst class is: 5.